From a dataset of Full USPTO retrosynthesis dataset with 1.9M reactions from patents (1976-2016). Predict the reactants needed to synthesize the given product. Given the product [CH:32]([O:35][C:2]1[N:7]=[C:6]([NH:8][C:9]2[CH:14]=[CH:13][C:12]([O:15][CH3:16])=[C:11]([Cl:17])[CH:10]=2)[N:5]=[C:4]([NH:18][CH:19]2[CH2:25][CH2:24][CH2:23][CH2:22][CH2:21][CH2:20]2)[N:3]=1)([CH3:34])[CH3:33], predict the reactants needed to synthesize it. The reactants are: Cl[C:2]1[N:7]=[C:6]([NH:8][C:9]2[CH:14]=[CH:13][C:12]([O:15][CH3:16])=[C:11]([Cl:17])[CH:10]=2)[N:5]=[C:4]([NH:18][CH:19]2[CH2:25][CH2:24][CH2:23][CH2:22][CH2:21][CH2:20]2)[N:3]=1.C([O-])([O-])=O.[K+].[K+].[CH:32]([OH:35])([CH3:34])[CH3:33].